The task is: Binary Classification. Given a miRNA mature sequence and a target amino acid sequence, predict their likelihood of interaction.. This data is from Experimentally validated miRNA-target interactions with 360,000+ pairs, plus equal number of negative samples. (1) The miRNA is hsa-miR-6780b-5p with sequence UGGGGAAGGCUUGGCAGGGAAGA. The protein sequence of the target gene is MDCRVHMRPIGLTWVLQLTLAWILLEACGGSRPLQARSQQHHGLAADLGKGKLHLAGPCCPSEMDTTETSGPGNHPERCGVPSPECESFLEHLQRALRSRFRLRLLGVRQAQPLCEELCQAWFANCEDDITCGPTWLPLSEKRGCEPSCLTYGQTFADGTDLCRSALGHALPVAAPGARHCFNISISAVPRPRPGRRGREAPSRRSRSPRTSILDAAGSGSGSGSGSGP. Result: 1 (interaction). (2) Result: 1 (interaction). The protein sequence of the target gene is MASSSDSEDDSFMAVDQEETVLEGTMDQDEEPHPVLEAEETRHNRSMSELPEEVLEYILSFLSPYQEHKTAALVCKQWYRLIKGVAHQCYHGFMKAVQEGNIQWESRTYPYPGTPITQRFSHSACYYDANQSMYVFGGCTQSSCNAAFNDLWRLDLNSKEWIRPLASGSYPSPKAGATLVVYKDLLVLFGGWTRPSPYPLHQPERFFDEIHTYSPSKNWWNCIVTTHGPPPMAGHSSCVIDDKMIVFGGSLGSRQMSNDVWVLDLEQWAWSKPNISGPSPHPRGGQSQIVIDDATILILG.... The miRNA is hsa-miR-186-5p with sequence CAAAGAAUUCUCCUUUUGGGCU. (3) The miRNA is hsa-miR-550b-2-5p with sequence AUGUGCCUGAGGGAGUAAGACA. The protein sequence of the target gene is MSFPKYKPSSLRTLPETLDPAEYNISPETRRAQAERLAIRAQLKREYLLQYNDPNRRGLIENPALLRWAYARTINVYPNFRPTPKNSLMGALCGFGPLIFIYYIIKTERDRKEKLIQEGKLDRTFHLSY. Result: 0 (no interaction). (4) The miRNA is hsa-miR-635 with sequence ACUUGGGCACUGAAACAAUGUCC. The protein sequence of the target gene is MRQRLLPSVTSLLLVALLFPGSSQARHVNHSATEALGELRERAPGQGTNGFQLLRHAVKRDLLPPRTPPYQVHISHQEARGPSFKICVGFLGPRWARGCSTGNEKYHLPYAARDLQTFFLPFW. Result: 0 (no interaction). (5) The miRNA is hsa-miR-6878-3p with sequence CUGGCCUCUUCUUUCUCCUAG. The protein sequence of the target gene is MSKVARSSSESDVQLWETEEDDMTEGDLGYGLGRKPGGIYEIEFSHRSRKRSDGKNFSPPPFPRKGEERNEASFQYSKHKSQQDTFPQVSRISNYRRQSSTVDSNSELSNEELRQCLNETLEEVEMLKTELEASQRQLRGKEEALKILQSMAILGKATSHTQAVLQKTMEQNRSLEKEINALQWEIEFDHNRFKNIEESWIQKYDRLNCENAVLKENLKVKTEEIKMLKSDNAVLNQRYLEALAMLDIKQQKMAQENMCCDKSGFAEASGLELAVLGACLCHGPGGNPCSCARMAASTRK.... Result: 1 (interaction). (6) The miRNA is hsa-miR-4448 with sequence GGCUCCUUGGUCUAGGGGUA. The protein sequence of the target gene is MASATEDPVLERYFKGHKAAITSLDLSPNGKQLATASWDTFLMLWNFKPHARAYRYVGHKDVVTSVQFSPHGNLLASASRDRTVRLWIPDKRGKFSEFKAHTAPVRSVDFSADGQFLATASEDKSIKVWSMYRQRFLYSLYRHTHWVRCAKFSPDGRLIVSCSEDKTIKIWDTTNKQCVNNFSDSVGFANFVDFNPSGTCIASAGSDQTVKVWDVRVNKLLQHYQVHSGGVNCISFHPSGNYLITASSDGTLKILDLLEGRLIYTLQGHTGPVFTVSFSKGGELFASGGADTQVLLWRTN.... Result: 0 (no interaction). (7) The miRNA is hsa-miR-4268 with sequence GGCUCCUCCUCUCAGGAUGUG. The protein sequence of the target gene is MIHFILLFSRQGKLRLQKWYTTLPDKERKKITRDIIQTVLSRGHRTSSFIDWKELKLVYKRYASLYFCCAIENQDNELLTLEIVHRYVELLDKYFGNVCELDIIFNFEKAYFILDEFIIGGEIQETSKKTAVKAIEDSDMLQETMEEYMNKPTF. Result: 0 (no interaction).